Dataset: Full USPTO retrosynthesis dataset with 1.9M reactions from patents (1976-2016). Task: Predict the reactants needed to synthesize the given product. (1) Given the product [CH3:1][O:2][C:3]([N:5]([C:27]1[CH:28]=[CH:29][CH:30]=[CH:31][CH:32]=1)[NH:6][C:7]([C:9]1[C:18]2[C:13](=[CH:14][CH:15]=[CH:16][CH:17]=2)[N:12]=[C:11]([C:20]2[CH:25]=[CH:24][CH:23]=[CH:22][CH:21]=2)[C:10]=1[O:26][CH2:41][CH2:42][N:43]1[CH2:48][CH2:47][O:46][CH2:45][CH2:44]1)=[O:8])=[O:4], predict the reactants needed to synthesize it. The reactants are: [CH3:1][O:2][C:3]([N:5]([C:27]1[CH:32]=[CH:31][CH:30]=[CH:29][CH:28]=1)[NH:6][C:7]([C:9]1[C:18]2[C:13](=[CH:14][CH:15]=[CH:16][C:17]=2C)[N:12]=[C:11]([C:20]2[CH:25]=[CH:24][CH:23]=[CH:22][CH:21]=2)[C:10]=1[OH:26])=[O:8])=[O:4].C([O-])([O-])=O.[K+].[K+].Cl.Cl[CH2:41][CH2:42][N:43]1[CH2:48][CH2:47][O:46][CH2:45][CH2:44]1.[I-].[Na+]. (2) The reactants are: F[C:2]1[CH:7]=[CH:6][CH:5]=[C:4]([F:8])[N:3]=1.[NH2:9][CH2:10][CH:11]1[CH2:14][N:13]([C:15]([C:17]2[CH:22]=[CH:21][C:20]([S:23]([N:26]3[C:34]4[C:29](=[CH:30][CH:31]=[CH:32][CH:33]=4)[C:28]([C:35]4[CH:40]=[CH:39][CH:38]=[CH:37][CH:36]=4)=[CH:27]3)(=[O:25])=[O:24])=[CH:19][CH:18]=2)=[O:16])[CH2:12]1.C(N(CC)CC)C. Given the product [F:8][C:4]1[N:3]=[C:2]([NH:9][CH2:10][CH:11]2[CH2:12][N:13]([C:15]([C:17]3[CH:18]=[CH:19][C:20]([S:23]([N:26]4[C:34]5[C:29](=[CH:30][CH:31]=[CH:32][CH:33]=5)[C:28]([C:35]5[CH:40]=[CH:39][CH:38]=[CH:37][CH:36]=5)=[CH:27]4)(=[O:25])=[O:24])=[CH:21][CH:22]=3)=[O:16])[CH2:14]2)[CH:7]=[CH:6][CH:5]=1, predict the reactants needed to synthesize it. (3) Given the product [C:13]([O-:18])(=[O:17])[CH2:14][CH2:15][CH3:16].[CH3:2][N+:3]1[CH:7]=[CH:6][N:5]([CH2:8][CH2:9][CH2:10][CH3:11])[C:4]=1[CH3:12], predict the reactants needed to synthesize it. The reactants are: [I-].[CH3:2][N+:3]1[CH:7]=[CH:6][N:5]([CH2:8][CH2:9][CH2:10][CH3:11])[C:4]=1[CH3:12].[C:13]([O-:18])(=[O:17])[CH2:14][CH2:15][CH3:16].[Na+]. (4) Given the product [Cl:36][C:24]1[C:25]([C:27]2[C:35]3[C:30](=[CH:31][CH:32]=[CH:33][CH:34]=3)[NH:29][CH:28]=2)=[N:26][C:21]([NH:20][C@@H:16]2[CH2:17][CH2:18][CH2:19][C@H:14]([NH:13][C@H:8]([C:5]3[CH:6]=[CH:7][C:2]([NH:1][C:46](=[O:49])[CH:47]=[CH2:48])=[CH:3][CH:4]=3)[C:9]([F:11])([F:12])[F:10])[CH2:15]2)=[N:22][CH:23]=1, predict the reactants needed to synthesize it. The reactants are: [NH2:1][C:2]1[CH:7]=[CH:6][C:5]([C@@H:8]([NH:13][C@H:14]2[CH2:19][CH2:18][CH2:17][C@@H:16]([NH:20][C:21]3[N:26]=[C:25]([C:27]4[C:35]5[C:30](=[CH:31][CH:32]=[CH:33][CH:34]=5)[NH:29][CH:28]=4)[C:24]([Cl:36])=[CH:23][N:22]=3)[CH2:15]2)[C:9]([F:12])([F:11])[F:10])=[CH:4][CH:3]=1.CCN(C(C)C)C(C)C.[C:46](Cl)(=[O:49])[CH:47]=[CH2:48]. (5) Given the product [N:4]1[CH:5]=[CH:6][CH:7]=[C:2]([C:1]2[S:8][CH:11]=[C:12]([C:13]([O:15][CH2:16][CH3:17])=[O:14])[N:9]=2)[CH:3]=1, predict the reactants needed to synthesize it. The reactants are: [C:1]([NH2:9])(=[S:8])[C:2]1[CH:7]=[CH:6][CH:5]=[N:4][CH:3]=1.Br[CH2:11][C:12](=O)[C:13]([O:15][CH2:16][CH3:17])=[O:14].CO. (6) The reactants are: [OH-].[Na+:2].[CH:3]1([N:6]2[C:15]3[C:10](=[CH:11][C:12]([F:36])=[C:13]([N:18]4[CH2:23][CH2:22][CH2:21][C:20](=[C:24]([F:35])[CH2:25][NH:26][P:27]([O:32][CH2:33][CH3:34])([O:29][CH2:30][CH3:31])=[O:28])[CH2:19]4)[C:14]=3[O:16][CH3:17])[C:9](=[O:37])[C:8]([C:38]([OH:40])=[O:39])=[CH:7]2)[CH2:5][CH2:4]1. Given the product [Na+:2].[CH:3]1([N:6]2[C:15]3[C:10](=[CH:11][C:12]([F:36])=[C:13]([N:18]4[CH2:23][CH2:22][CH2:21][C:20](=[C:24]([F:35])[CH2:25][NH:26][P:27]([O:32][CH2:33][CH3:34])([O:29][CH2:30][CH3:31])=[O:28])[CH2:19]4)[C:14]=3[O:16][CH3:17])[C:9](=[O:37])[C:8]([C:38]([O-:40])=[O:39])=[CH:7]2)[CH2:5][CH2:4]1, predict the reactants needed to synthesize it. (7) Given the product [Cl:24][CH2:25][C:26]([NH:13][C:9]1[C:10]([CH3:12])=[CH:11][C:6]([O:5][CH2:1][CH2:2][CH2:3][CH3:4])=[CH:7][C:8]=1[CH3:14])=[O:27], predict the reactants needed to synthesize it. The reactants are: [CH2:1]([O:5][C:6]1[CH:11]=[C:10]([CH3:12])[C:9]([NH2:13])=[C:8]([CH3:14])[CH:7]=1)[CH2:2][CH2:3][CH3:4].C(N(C(C)C)CC)(C)C.[Cl:24][CH2:25][C:26](Cl)=[O:27]. (8) Given the product [CH2:1]([O:8][C:9]([NH:11][C:12]1([CH2:16][C:17]([O:19][CH2:21][C:22]([C:24]2[CH:25]=[CH:26][C:27]([O:30][CH:31]([F:32])[F:33])=[CH:28][CH:29]=2)=[O:23])=[O:18])[CH2:13][O:14][CH2:15]1)=[O:10])[C:2]1[CH:7]=[CH:6][CH:5]=[CH:4][CH:3]=1, predict the reactants needed to synthesize it. The reactants are: [CH2:1]([O:8][C:9]([NH:11][C:12]1([CH2:16][C:17]([OH:19])=[O:18])[CH2:15][O:14][CH2:13]1)=[O:10])[C:2]1[CH:7]=[CH:6][CH:5]=[CH:4][CH:3]=1.Br[CH2:21][C:22]([C:24]1[CH:29]=[CH:28][C:27]([O:30][CH:31]([F:33])[F:32])=[CH:26][CH:25]=1)=[O:23]. (9) Given the product [N+:9]([C:2]([S:22][C:16]1[CH:17]=[CH:18][CH:19]=[CH:20][N:30]=1)([C:3]1[CH:8]=[CH:7][CH:6]=[CH:5][CH:4]=1)[CH3:1])#[C-:10], predict the reactants needed to synthesize it. The reactants are: [CH3:1][C@H:2]([N+:9]#[C-:10])[C:3]1[CH:8]=[CH:7][CH:6]=[CH:5][CH:4]=1.[Li]CCCC.[C:16]1([S:22][S:22][C:16]2C=[CH:20][CH:19]=[CH:18][CH:17]=2)C=[CH:20][CH:19]=[CH:18][CH:17]=1.[NH4+:30].[Cl-]. (10) Given the product [OH:45][C:46]([CH3:50])([CH3:49])[CH2:47][NH:48][C:21]([C:17]1[N:18]([CH3:20])[N:19]=[C:15]([NH:14][CH2:13][C:12]2[C:8]([C:5]3[CH:6]=[CH:7][C:2]([F:1])=[CH:3][CH:4]=3)=[N:9][O:10][C:11]=2[CH3:24])[CH:16]=1)=[O:23], predict the reactants needed to synthesize it. The reactants are: [F:1][C:2]1[CH:7]=[CH:6][C:5]([C:8]2[C:12]([CH2:13][NH:14][C:15]3[CH:16]=[C:17]([C:21]([OH:23])=O)[N:18]([CH3:20])[N:19]=3)=[C:11]([CH3:24])[O:10][N:9]=2)=[CH:4][CH:3]=1.O.ON1C2C=CC=CC=2N=N1.C(N(C(C)C)C(C)C)C.[OH:45][C:46]([CH3:50])([CH3:49])[CH2:47][NH2:48].[Cl-].[Na+].